Dataset: Reaction yield outcomes from USPTO patents with 853,638 reactions. Task: Predict the reaction yield, written as a fraction of the theoretical maximum amount of product (1.0 means a 100% yield; for example, 0.34 means a 34% yield). (1) The yield is 0.870. The catalyst is C(Cl)Cl. The reactants are [OH:1][C:2]1[C:10]2[C:5](=[CH:6][N:7]=[CH:8][CH:9]=2)[O:4][C:3]=1[C:11]([O:13][CH2:14][CH3:15])=[O:12].N1C=CC=CC=1.[S:22](O[S:22]([C:25]([F:28])([F:27])[F:26])(=[O:24])=[O:23])([C:25]([F:28])([F:27])[F:26])(=[O:24])=[O:23]. The product is [F:26][C:25]([F:28])([F:27])[S:22]([O:1][C:2]1[C:10]2[C:5](=[CH:6][N:7]=[CH:8][CH:9]=2)[O:4][C:3]=1[C:11]([O:13][CH2:14][CH3:15])=[O:12])(=[O:24])=[O:23]. (2) The reactants are [OH:1][C:2]1[CH:10]=[C:6]([C:7](O)=[O:8])[C:5]([NH2:11])=[CH:4][CH:3]=1.C([O-])([O-])OC.C([O-])(=O)C.[NH4+:21].[CH3:22]O. The catalyst is O. The product is [OH:1][C:2]1[CH:10]=[C:6]2[C:5](=[CH:4][CH:3]=1)[N:11]=[CH:22][NH:21][C:7]2=[O:8]. The yield is 0.740. (3) The reactants are [CH3:1][N:2]([CH3:29])[CH2:3][CH2:4][CH2:5][O:6][C:7]1[CH:12]=[CH:11][C:10]([C:13]2[NH:22][C:16]3=[N:17][CH:18]=[C:19]([CH3:21])[CH:20]=[C:15]3[C:14]=2[CH:23]2[CH2:28][CH2:27][CH2:26][NH:25][CH2:24]2)=[CH:9][CH:8]=1.[CH:30]([S:33](Cl)(=[O:35])=[O:34])([CH3:32])[CH3:31]. No catalyst specified. The product is [CH:30]([S:33]([N:25]1[CH2:26][CH2:27][CH2:28][CH:23]([C:14]2[C:15]3[C:16](=[N:17][CH:18]=[C:19]([CH3:21])[CH:20]=3)[NH:22][C:13]=2[C:10]2[CH:9]=[CH:8][C:7]([O:6][CH2:5][CH2:4][CH2:3][N:2]([CH3:1])[CH3:29])=[CH:12][CH:11]=2)[CH2:24]1)(=[O:35])=[O:34])([CH3:32])[CH3:31]. The yield is 0.0800.